Task: Predict which catalyst facilitates the given reaction.. Dataset: Catalyst prediction with 721,799 reactions and 888 catalyst types from USPTO (1) Reactant: [C:1]([O:5][C:6]([NH:8][C:9]1[S:10][C:11]([C:17]2([CH3:20])[CH2:19][CH2:18]2)=[C:12]([C:14](O)=[O:15])[N:13]=1)=[O:7])([CH3:4])([CH3:3])[CH3:2].C(N(CC)CC)C.ClC(OCC(C)C)=O.[BH4-].[Na+].CO. Product: [C:1]([O:5][C:6](=[O:7])[NH:8][C:9]1[S:10][C:11]([C:17]2([CH3:20])[CH2:19][CH2:18]2)=[C:12]([CH2:14][OH:15])[N:13]=1)([CH3:4])([CH3:2])[CH3:3]. The catalyst class is: 1. (2) Reactant: [Cl:1][C:2]1[CH:3]=[C:4]([CH:16]=[CH:17][CH:18]=1)[O:5][CH2:6][C:7]([NH:9][CH:10]1[CH2:15][CH2:14][NH:13][CH2:12][CH2:11]1)=[O:8].[F:19][C:20]([F:35])([F:34])[C:21]1[N:26]=[CH:25][C:24]([N:27]2[CH:31]=[CH:30][C:29]([CH:32]=O)=[CH:28]2)=[CH:23][CH:22]=1. Product: [Cl:1][C:2]1[CH:3]=[C:4]([CH:16]=[CH:17][CH:18]=1)[O:5][CH2:6][C:7]([NH:9][CH:10]1[CH2:15][CH2:14][N:13]([CH2:32][C:29]2[CH:30]=[CH:31][N:27]([C:24]3[CH:25]=[N:26][C:21]([C:20]([F:35])([F:19])[F:34])=[CH:22][CH:23]=3)[CH:28]=2)[CH2:12][CH2:11]1)=[O:8]. The catalyst class is: 2. (3) Reactant: [N:1]1[C:5]2[CH:6]=[CH:7][CH:8]=[CH:9][C:4]=2[NH:3][C:2]=1[CH2:10][C:11]#[N:12].[CH3:13][O:14][C:15]1[CH:16]=[C:17]([CH:21]([C:26](=O)[CH3:27])[C:22](OC)=[O:23])[CH:18]=[CH:19][CH:20]=1.C([O-])(=O)C.[NH4+]. Product: [CH3:13][O:14][C:15]1[CH:16]=[C:17]([CH:21]2[C:22](=[O:23])[N:1]3[C:5]4[CH:6]=[CH:7][CH:8]=[CH:9][C:4]=4[N:3]=[C:2]3[C:10]([C:11]#[N:12])=[C:26]2[CH3:27])[CH:18]=[CH:19][CH:20]=1. The catalyst class is: 6. (4) Reactant: Cl.[CH:2]([CH:15]1[C:20](=[O:21])[CH2:19][CH2:18][NH:17][CH2:16]1)([C:9]1[CH:14]=[CH:13][CH:12]=[CH:11][CH:10]=1)[C:3]1[CH:8]=[CH:7][CH:6]=[CH:5][CH:4]=1.C(NCC)(C)C.[CH3:28][S:29][C:30]1[CH:37]=[CH:36][C:33]([CH2:34]O)=[CH:32][CH:31]=1. Product: [CH:2]([CH:15]1[C:20](=[O:21])[CH2:19][CH2:18][N:17]([CH2:34][C:33]2[CH:36]=[CH:37][C:30]([S:29][CH3:28])=[CH:31][CH:32]=2)[CH2:16]1)([C:9]1[CH:14]=[CH:13][CH:12]=[CH:11][CH:10]=1)[C:3]1[CH:4]=[CH:5][CH:6]=[CH:7][CH:8]=1. The catalyst class is: 4. (5) Reactant: COC1C=CC=C(OC)C=1OC.[OH:13][C:14]1[C:22]([O:23][CH3:24])=[C:21]([O:25][CH3:26])[C:20]([O:27][CH3:28])=[CH:19][C:15]=1[C:16]([OH:18])=[O:17].O=P12OP3(OP(OP(O3)(O1)=O)(=O)O2)=O. Product: [OH:13][C:14]1[C:22]([O:23][CH3:24])=[C:21]([O:25][CH3:26])[C:20]([O:27][CH3:28])=[CH:19][C:15]=1[C:16]([OH:18])=[O:17].[CH3:28][O:27][C:20]1[CH:19]=[C:15]([CH:14]=[C:22]([O:23][CH3:24])[C:21]=1[O:25][CH3:26])[C:16]([OH:18])=[O:17]. The catalyst class is: 501. (6) Reactant: CCC(CO[C:8]([C:21]([N:23]([CH2:25]C[NH+](C)C)C)=[O:22])([C:15]1C=CC=CC=1)[C:9]1C=CC=CC=1)CC.[Cl-].C[N:32](CCN(C)C)C.CCCCCCCCC[CH2:48][CH2:49][CH2:50][O:51]S([O-])(=O)=O.[Na+].[Ca].[Mg]. Product: [C:21]([NH2:23])(=[O:22])[CH:8]=[CH2:9].[CH2:48]=[CH:49][C:50]([NH:32][CH2:25][NH:23][C:21]([CH:8]=[CH2:15])=[O:22])=[O:51]. The catalyst class is: 645.